This data is from Forward reaction prediction with 1.9M reactions from USPTO patents (1976-2016). The task is: Predict the product of the given reaction. (1) Given the reactants [Cl:1][C:2]1[CH:7]=[CH:6][C:5]([CH2:8][N:9]2[CH2:14][CH2:13][N:12]([C:15]([O:17][C:18]([CH3:21])([CH3:20])[CH3:19])=[O:16])[CH2:11][CH2:10]2)=[C:4]([N:22]2[CH2:26][CH2:25][C@H:24]([CH2:27][OH:28])[CH2:23]2)[CH:3]=1.N1CC[C@H](CO)C1.N1(C(OC(C)(C)C)=O)CCNCC1.N1C=CC=CC=1.[CH3:55][C:56]1[CH:61]=[CH:60][C:59]([S:62](Cl)(=[O:64])=[O:63])=[CH:58][CH:57]=1, predict the reaction product. The product is: [Cl:1][C:2]1[CH:7]=[CH:6][C:5]([CH2:8][N:9]2[CH2:14][CH2:13][N:12]([C:15]([O:17][C:18]([CH3:21])([CH3:20])[CH3:19])=[O:16])[CH2:11][CH2:10]2)=[C:4]([N:22]2[CH2:26][CH2:25][C@H:24]([CH2:27][O:28][S:62]([C:59]3[CH:60]=[CH:61][C:56]([CH3:55])=[CH:57][CH:58]=3)(=[O:64])=[O:63])[CH2:23]2)[CH:3]=1. (2) Given the reactants Br[C:2]1[S:6][C:5]([CH:7]=[O:8])=[C:4]([CH3:9])[C:3]=1[CH:10]1[CH2:15][CH2:14][CH2:13][CH2:12][CH2:11]1.B([O-])[O-].[Cl-].[NH4+], predict the reaction product. The product is: [CH:7]([C:5]1[S:6][CH:2]=[C:3]([CH:10]2[CH2:15][CH2:14][CH2:13][CH2:12][CH2:11]2)[C:4]=1[CH3:9])=[O:8]. (3) Given the reactants [CH:1]1[N:5]2[CH:6]3[C@H:11]([CH:12]=[CH:13][C:4]2=[N:3][CH:2]=1)[C@H:10]1[CH2:14][CH2:15][C@H:16]2[C@H:20]([C@@H:9]1[CH2:8][CH2:7]3)[CH2:19][CH2:18][C@H:17]2[C:21]([O:23]CC)=[O:22].[OH-].[Na+], predict the reaction product. The product is: [CH:1]1[N:5]2[CH:6]3[C@H:11]([CH:12]=[CH:13][C:4]2=[N:3][CH:2]=1)[C@H:10]1[CH2:14][CH2:15][C@H:16]2[C@H:20]([C@@H:9]1[CH2:8][CH2:7]3)[CH2:19][CH2:18][C@H:17]2[C:21]([OH:23])=[O:22]. (4) Given the reactants [Br:1][C:2]1[CH:3]=[C:4]2[C:9](=[CH:10][CH:11]=1)[N:8]=[CH:7][C:6]([N+:12]([O-])=O)=[C:5]2[CH3:15], predict the reaction product. The product is: [Br:1][C:2]1[CH:3]=[C:4]2[C:9](=[CH:10][CH:11]=1)[N:8]=[CH:7][C:6]([NH2:12])=[C:5]2[CH3:15].